Dataset: Catalyst prediction with 721,799 reactions and 888 catalyst types from USPTO. Task: Predict which catalyst facilitates the given reaction. (1) Reactant: [F:1][C:2]1([F:27])[CH2:7][CH2:6][CH:5]([C:8]([C:10]2[C:18]3[C:13](=[N:14][CH:15]=[C:16]([C:19]4[C:20]([CH3:25])=[N:21][O:22][C:23]=4[CH3:24])[CH:17]=3)[N:12]([CH3:26])[CH:11]=2)=[O:9])[CH2:4][CH2:3]1.[CH2:28]([Li])[CH2:29][CH2:30][CH3:31].O. Product: [F:27][C:2]1([F:1])[CH2:7][CH2:6][CH:5]([C:8]([C:10]2[C:18]3[C:13](=[N:14][CH:15]=[C:16]([C:19]4[C:20]([CH3:25])=[N:21][O:22][C:23]=4[CH3:24])[CH:17]=3)[N:12]([CH3:26])[CH:11]=2)([OH:9])[CH2:28][CH2:29][CH2:30][CH3:31])[CH2:4][CH2:3]1. The catalyst class is: 1. (2) Reactant: S(Cl)([Cl:3])=O.[C:5]1([NH:11][C:12](=[O:24])[NH:13][C:14]2[CH:21]=[CH:20][C:17]([CH2:18]O)=[CH:16][C:15]=2[O:22][CH3:23])[CH:10]=[CH:9][CH:8]=[CH:7][CH:6]=1.C1(N=C=O)C=CC=CC=1.CCCCCCC. Product: [C:5]1([NH:11][C:12](=[O:24])[NH:13][C:14]2[CH:21]=[CH:20][C:17]([CH2:18][Cl:3])=[CH:16][C:15]=2[O:22][CH3:23])[CH:10]=[CH:9][CH:8]=[CH:7][CH:6]=1. The catalyst class is: 4. (3) Reactant: Br[C:2]1[CH:9]=[C:8]([CH3:10])[C:5]([C:6]#[N:7])=[C:4]([CH3:11])[CH:3]=1.C([Li])CCC.CN([CH:20]=[O:21])C. Product: [CH:20]([C:2]1[CH:9]=[C:8]([CH3:10])[C:5]([C:6]#[N:7])=[C:4]([CH3:11])[CH:3]=1)=[O:21]. The catalyst class is: 1. (4) Reactant: [C:1]([C:4]1[CH:5]=[C:6]([C:22]([O:24][CH3:25])=[O:23])[CH:7]=[C:8]2[C:13]=1[O:12][C:11]([N:14]1[CH2:19][CH2:18][O:17][C@H:16]([CH3:20])[CH2:15]1)=[CH:10][C:9]2=[O:21])(=[O:3])[CH3:2].C(Cl)Cl.[BH4-].[Na+]. Product: [OH:3][CH:1]([C:4]1[CH:5]=[C:6]([C:22]([O:24][CH3:25])=[O:23])[CH:7]=[C:8]2[C:13]=1[O:12][C:11]([N:14]1[CH2:19][CH2:18][O:17][C@H:16]([CH3:20])[CH2:15]1)=[CH:10][C:9]2=[O:21])[CH3:2]. The catalyst class is: 5. (5) Reactant: [F:1][C:2]1[CH:3]=[C:4]([S:8]([NH:11][C:12]2[CH:17]=[CH:16][CH:15]=[CH:14][C:13]=2[CH:18]2[C:27]([CH3:29])([CH3:28])[CH2:26][C:25]3[C:20](=[CH:21][CH:22]=[C:23]([C:30]([O:32]C)=[O:31])[CH:24]=3)[NH:19]2)(=[O:10])=[O:9])[CH:5]=[CH:6][CH:7]=1.[OH-].[Na+]. Product: [F:1][C:2]1[CH:3]=[C:4]([S:8]([NH:11][C:12]2[CH:17]=[CH:16][CH:15]=[CH:14][C:13]=2[CH:18]2[C:27]([CH3:28])([CH3:29])[CH2:26][C:25]3[C:20](=[CH:21][CH:22]=[C:23]([C:30]([OH:32])=[O:31])[CH:24]=3)[NH:19]2)(=[O:10])=[O:9])[CH:5]=[CH:6][CH:7]=1. The catalyst class is: 83. (6) The catalyst class is: 7. Reactant: [NH2:1][C:2]1[N:7]=[C:6](S(C)=O)[C:5]([C:11]2[CH:12]=[CH:13][C:14](=[O:20])[N:15]([CH:17]([CH3:19])[CH3:18])[N:16]=2)=[C:4]([C:21]2[CH:26]=[CH:25][CH:24]=[CH:23][CH:22]=2)[N:3]=1.[CH3:27][NH:28][CH3:29]. Product: [NH2:1][C:2]1[N:7]=[C:6]([N:28]([CH3:29])[CH3:27])[C:5]([C:11]2[CH:12]=[CH:13][C:14](=[O:20])[N:15]([CH:17]([CH3:19])[CH3:18])[N:16]=2)=[C:4]([C:21]2[CH:26]=[CH:25][CH:24]=[CH:23][CH:22]=2)[N:3]=1.